Dataset: Full USPTO retrosynthesis dataset with 1.9M reactions from patents (1976-2016). Task: Predict the reactants needed to synthesize the given product. (1) Given the product [CH2:1]([O:8][C@@H:9]1[C@@H:14]([O:15][CH2:16][C:17]2[CH:18]=[CH:19][CH:20]=[CH:21][CH:22]=2)[C@H:13]([O:23][CH2:24][C:25]2[CH:30]=[CH:29][CH:28]=[CH:27][CH:26]=2)[C@@H:12]([CH2:31][O:32][CH2:33][C:34]2[CH:39]=[CH:38][CH:37]=[CH:36][CH:35]=2)[O:11][C@H:10]1[C:40]1[C:48]2[C:43](=[C:44]([CH3:49])[CH:45]=[CH:46][CH:47]=2)[N:42]([CH2:50][C:51]2[CH:56]=[CH:55][C:54](/[CH:57]=[CH:58]/[CH2:59][C:60](=[O:61])[NH:63][C:64]([C:65]([N:67]3[CH2:72][CH2:71][N:70]([CH:73]([CH3:74])[CH3:75])[CH2:69][CH2:68]3)=[O:66])([CH3:76])[CH3:77])=[CH:53][CH:52]=2)[CH:41]=1)[C:2]1[CH:3]=[CH:4][CH:5]=[CH:6][CH:7]=1, predict the reactants needed to synthesize it. The reactants are: [CH2:1]([O:8][C@@H:9]1[C@@H:14]([O:15][CH2:16][C:17]2[CH:22]=[CH:21][CH:20]=[CH:19][CH:18]=2)[C@H:13]([O:23][CH2:24][C:25]2[CH:30]=[CH:29][CH:28]=[CH:27][CH:26]=2)[C@@H:12]([CH2:31][O:32][CH2:33][C:34]2[CH:39]=[CH:38][CH:37]=[CH:36][CH:35]=2)[O:11][C@H:10]1[C:40]1[C:48]2[C:43](=[C:44]([CH3:49])[CH:45]=[CH:46][CH:47]=2)[N:42]([CH2:50][C:51]2[CH:56]=[CH:55][C:54](/[CH:57]=[CH:58]/[CH2:59][C:60](O)=[O:61])=[CH:53][CH:52]=2)[CH:41]=1)[C:2]1[CH:7]=[CH:6][CH:5]=[CH:4][CH:3]=1.[NH2:63][C:64]([CH3:77])([CH3:76])[C:65]([N:67]1[CH2:72][CH2:71][N:70]([CH:73]([CH3:75])[CH3:74])[CH2:69][CH2:68]1)=[O:66].ON1C2C=CC=CC=2N=N1.Cl.C(N=C=NCCCN(C)C)C. (2) Given the product [N+:3]([C:6]1[CH:7]=[C:8]2[C:12](=[CH:13][CH:14]=1)[N:11]([NH2:16])[CH:10]=[CH:9]2)([O-:5])=[O:4], predict the reactants needed to synthesize it. The reactants are: [H-].[Na+].[N+:3]([C:6]1[CH:7]=[C:8]2[C:12](=[CH:13][CH:14]=1)[NH:11][CH:10]=[CH:9]2)([O-:5])=[O:4].C[N:16](C=O)C. (3) Given the product [OH:1][CH:2]([C:8]1[C:17]2[C:12](=[CH:13][CH:14]=[CH:15][CH:16]=2)[CH:11]=[CH:10][C:9]=1[O:18][CH2:19][C:20]1[CH:25]=[CH:24][CH:23]=[CH:22][CH:21]=1)[C:3]([O:5][CH2:6][CH3:7])=[O:4], predict the reactants needed to synthesize it. The reactants are: [OH:1][CH:2]([C:8]1[C:17]2[C:12](=[CH:13][CH:14]=[CH:15][CH:16]=2)[CH:11]=[CH:10][C:9]=1[OH:18])[C:3]([O:5][CH2:6][CH3:7])=[O:4].[CH2:19](Br)[C:20]1[CH:25]=[CH:24][CH:23]=[CH:22][CH:21]=1.C(=O)([O-])[O-].[Cs+].[Cs+].[I-].[Na+]. (4) Given the product [Br:1][C:2]1[CH:3]=[C:4]2[N:9]=[C:14]([C:13]3[CH:16]=[CH:17][C:18]([OH:19])=[C:11]([Cl:10])[CH:12]=3)[NH:8][C:5]2=[N:6][CH:7]=1, predict the reactants needed to synthesize it. The reactants are: [Br:1][C:2]1[CH:3]=[C:4]([NH2:9])[C:5]([NH2:8])=[N:6][CH:7]=1.[Cl:10][C:11]1[CH:12]=[C:13]([CH:16]=[CH:17][C:18]=1[OH:19])[CH:14]=O.